This data is from Catalyst prediction with 721,799 reactions and 888 catalyst types from USPTO. The task is: Predict which catalyst facilitates the given reaction. (1) Reactant: [CH3:1][C:2]1[N:6]([C:7]2[CH:17]=[CH:16][CH:15]=[CH:14][C:8]=2[C:9](OCC)=[O:10])[N:5]=[N:4][N:3]=1.[O-]CC.[K+]. Product: [N:5]1[N:6]2[C:7]3[C:8]([C:9]([OH:10])=[CH:1][C:2]2=[N:3][N:4]=1)=[CH:14][CH:15]=[CH:16][CH:17]=3. The catalyst class is: 35. (2) Reactant: [CH2:1]([O:3][C:4](=[O:25])[CH2:5][CH2:6][CH2:7][O:8][C:9]1[CH:24]=[CH:23][C:12]([CH2:13][C@@H:14]([C:16]([O:18][C:19]([CH3:22])([CH3:21])[CH3:20])=[O:17])[NH2:15])=[CH:11][CH:10]=1)[CH3:2].F[C:27]1[N:31]([CH2:32][C:33]2[CH:38]=[CH:37][CH:36]=[CH:35][CH:34]=2)[N:30]=[N:29][N:28]=1. Product: [CH2:1]([O:3][C:4](=[O:25])[CH2:5][CH2:6][CH2:7][O:8][C:9]1[CH:10]=[CH:11][C:12]([CH2:13][C@@H:14]([C:16]([O:18][C:19]([CH3:21])([CH3:20])[CH3:22])=[O:17])[NH:15][C:27]2[N:31]([CH2:32][C:33]3[CH:34]=[CH:35][CH:36]=[CH:37][CH:38]=3)[N:30]=[N:29][N:28]=2)=[CH:23][CH:24]=1)[CH3:2]. The catalyst class is: 17. (3) Reactant: [CH3:1][C@H:2]1[CH2:7][N:6]([CH2:8][C:9]2[CH:10]=[N:11][C:12]([NH:16][CH3:17])=[CH:13][C:14]=2[CH3:15])[CH2:5][CH2:4][N:3]1[C:18]([O:20][C:21]([CH3:24])([CH3:23])[CH3:22])=[O:19].C(N(CC)CC)C.[F:32][C:33]1[CH:38]=[CH:37][C:36]([O:39][C:40]2[N:45]=[CH:44][C:43]([C:46](Cl)=[O:47])=[CH:42][CH:41]=2)=[CH:35][CH:34]=1.C([O-])(O)=O.[Na+]. Product: [F:32][C:33]1[CH:38]=[CH:37][C:36]([O:39][C:40]2[N:45]=[CH:44][C:43]([C:46]([N:16]([CH3:17])[C:12]3[N:11]=[CH:10][C:9]([CH2:8][N:6]4[CH2:5][CH2:4][N:3]([C:18]([O:20][C:21]([CH3:22])([CH3:24])[CH3:23])=[O:19])[C@@H:2]([CH3:1])[CH2:7]4)=[C:14]([CH3:15])[CH:13]=3)=[O:47])=[CH:42][CH:41]=2)=[CH:35][CH:34]=1. The catalyst class is: 2.